This data is from Retrosynthesis with 50K atom-mapped reactions and 10 reaction types from USPTO. The task is: Predict the reactants needed to synthesize the given product. (1) Given the product O=CN1CC[C@]23CC(=O)CC[C@H]2[C@H]1Cc1cc(Oc2nnnn2-c2ccccc2)cc(O)c13, predict the reactants needed to synthesize it. The reactants are: Clc1nnnn1-c1ccccc1.O=CN1CC[C@]23CC(=O)CC[C@H]2[C@H]1Cc1cc(O)cc(O)c13. (2) The reactants are: COc1ccc(C)c(C=O)c1. Given the product Cc1ccc(O)cc1C=O, predict the reactants needed to synthesize it. (3) Given the product Cc1ncc(C(CNC(=O)c2cccc(F)c2Cl)c2ccncc2)cn1, predict the reactants needed to synthesize it. The reactants are: Cc1ncc(C(CN)c2ccncc2)cn1.O=C(O)c1cccc(F)c1Cl. (4) Given the product O=C(Nc1ccc(NCCc2ccccn2)cc1)C1=C(c2ccc(F)cc2)CCCC1, predict the reactants needed to synthesize it. The reactants are: CC(C)(C)OC(=O)N(CCc1ccccn1)c1ccc(NC(=O)C2=C(c3ccc(F)cc3)CCCC2)cc1. (5) Given the product CON(C)C(=O)COCc1cc(S(=O)(=O)N2CCCCC2)c(Cl)cc1Cl, predict the reactants needed to synthesize it. The reactants are: CON(C)C(=O)CCl.O=S(=O)(c1cc(CO)c(Cl)cc1Cl)N1CCCCC1. (6) Given the product C[C@H](N)c1cccc(Oc2cncnc2)c1, predict the reactants needed to synthesize it. The reactants are: C[C@H](NC(=O)OC(C)(C)C)c1cccc(Oc2cncnc2)c1. (7) Given the product CC(C)(C)OC(=O)N(C[C@H](O)c1cccc(Cl)c1)[C@H]1CCc2ccc(Oc3ccc(Oc4ccccc4)c(C=O)c3)cc2C1, predict the reactants needed to synthesize it. The reactants are: CC(C)(C)OC(=O)N(C[C@H](O)c1cccc(Cl)c1)[C@H]1CCc2ccc(Oc3ccc(F)c(C=O)c3)cc2C1.Oc1ccccc1.